From a dataset of Catalyst prediction with 721,799 reactions and 888 catalyst types from USPTO. Predict which catalyst facilitates the given reaction. (1) The catalyst class is: 8. Product: [CH3:32][N:13]([CH3:12])[CH2:14][CH2:15][CH2:16][NH:17][C:18](=[O:31])[CH2:19][CH2:20][CH2:21][CH2:22][CH2:23][CH2:24][CH2:25][CH2:26][CH2:27][CH2:28][CH2:29][NH:30][C:46]([NH2:49])=[N:45][C:43]([C:36]1[C:35]([NH2:34])=[N:40][C:39]([NH2:41])=[C:38]([Cl:42])[N:37]=1)=[O:44]. Reactant: C(N(C(C)C)CC)(C)C.Cl.Cl.[CH3:12][N:13]([CH3:32])[CH2:14][CH2:15][CH2:16][NH:17][C:18](=[O:31])[CH2:19][CH2:20][CH2:21][CH2:22][CH2:23][CH2:24][CH2:25][CH2:26][CH2:27][CH2:28][CH2:29][NH2:30].I.[NH2:34][C:35]1[C:36]([C:43]([NH:45][C:46](=[NH:49])SC)=[O:44])=[N:37][C:38]([Cl:42])=[C:39]([NH2:41])[N:40]=1. (2) Reactant: C([Si](C)(C)[O:6][CH2:7][CH2:8]/[CH:9]=[CH:10]/[C:11]1[CH:30]=[CH:29][C:14]([CH2:15][N:16]2[C:20]3=[N:21][C:22]([CH3:26])=[CH:23][C:24]([CH3:25])=[C:19]3[N:18]=[C:17]2[CH2:27][CH3:28])=[CH:13][CH:12]=1)(C)(C)C.CCCC[N+](CCCC)(CCCC)CCCC.[F-]. Product: [CH2:27]([C:17]1[N:16]([CH2:15][C:14]2[CH:13]=[CH:12][C:11](/[CH:10]=[CH:9]/[CH2:8][CH2:7][OH:6])=[CH:30][CH:29]=2)[C:20]2=[N:21][C:22]([CH3:26])=[CH:23][C:24]([CH3:25])=[C:19]2[N:18]=1)[CH3:28]. The catalyst class is: 1. (3) Reactant: [OH:1][CH2:2][C:3]1[CH:26]=[CH:25][C:6]([O:7][CH2:8][C:9]2[N:10]=[C:11]([C:15]3[CH:16]=[C:17]([CH:22]=[CH:23][CH:24]=3)[C:18]([O:20][CH3:21])=[O:19])[O:12][C:13]=2[CH3:14])=[CH:5][CH:4]=1.O[C:28]1[C:32]([CH:33]=[O:34])=[CH:31][N:30]([C:35]2[CH:40]=[CH:39][CH:38]=[CH:37][CH:36]=2)[N:29]=1.C(P(CCCC)CCCC)CCC.N(C(N1CCCCC1)=O)=NC(N1CCCCC1)=O. Product: [CH:33]([C:32]1[C:28]([O:1][CH2:2][C:3]2[CH:4]=[CH:5][C:6]([O:7][CH2:8][C:9]3[N:10]=[C:11]([C:15]4[CH:16]=[C:17]([CH:22]=[CH:23][CH:24]=4)[C:18]([O:20][CH3:21])=[O:19])[O:12][C:13]=3[CH3:14])=[CH:25][CH:26]=2)=[N:29][N:30]([C:35]2[CH:36]=[CH:37][CH:38]=[CH:39][CH:40]=2)[CH:31]=1)=[O:34]. The catalyst class is: 7. (4) Reactant: C(N(CC)CC)C.Cl[C:9]([O:11][CH2:12][C:13]1[CH:18]=[CH:17][CH:16]=[CH:15][CH:14]=1)=[O:10].[OH:19][C@H:20]1[CH2:24][CH2:23][C@H:22]([NH:25]C2C3N(C=CC=3)N=CC=2C(N)=O)[C:21]1([CH3:39])[CH3:38].C(=O)(O)[O-].[Na+]. Product: [OH:19][C@@H:20]1[CH2:24][CH2:23][C@H:22]([NH:25][C:9](=[O:10])[O:11][CH2:12][C:13]2[CH:18]=[CH:17][CH:16]=[CH:15][CH:14]=2)[C:21]1([CH3:39])[CH3:38]. The catalyst class is: 4. (5) Reactant: [Cl:1][C:2]1[CH:3]=[C:4]([N:8]=[C:9]=[O:10])[CH:5]=[CH:6][CH:7]=1.Cl.[NH2:12][CH2:13][C:14]1[CH:22]=[CH:21][CH:20]=[C:19]2[C:15]=1[CH2:16][N:17]([CH:24]1[CH2:29][CH2:28][C:27](=[O:30])[NH:26][C:25]1=[O:31])[C:18]2=[O:23].C(N(CC)CC)C. Product: [Cl:1][C:2]1[CH:3]=[C:4]([NH:8][C:9]([NH:12][CH2:13][C:14]2[CH:22]=[CH:21][CH:20]=[C:19]3[C:15]=2[CH2:16][N:17]([CH:24]2[CH2:29][CH2:28][C:27](=[O:30])[NH:26][C:25]2=[O:31])[C:18]3=[O:23])=[O:10])[CH:5]=[CH:6][CH:7]=1. The catalyst class is: 1.